From a dataset of Forward reaction prediction with 1.9M reactions from USPTO patents (1976-2016). Predict the product of the given reaction. Given the reactants [N:1]([C:4]1[C:9]([F:10])=[CH:8][N:7]=[CH:6][C:5]=1[CH:11]=O)=[N+:2]=[N-:3].[NH2:13][C:14]1[C:21]([Cl:22])=[CH:20][CH:19]=[CH:18][C:15]=1[C:16]#[N:17].C(N(CC)CC)C, predict the reaction product. The product is: [N:1]([C:4]1[C:9]([F:10])=[CH:8][N:7]=[CH:6][C:5]=1/[CH:11]=[N:13]/[C:14]1[C:21]([Cl:22])=[CH:20][CH:19]=[CH:18][C:15]=1[C:16]#[N:17])=[N+:2]=[N-:3].